Dataset: Forward reaction prediction with 1.9M reactions from USPTO patents (1976-2016). Task: Predict the product of the given reaction. (1) Given the reactants [CH3:1]C(C)([O-])C.[K+].[CH:7]([C:9]1[CH:10]=[C:11]([CH:24]=[CH:25][C:26]=1[O:27][CH3:28])[CH2:12][N:13]1[C:17](=[O:18])[C:16]2=[CH:19][CH:20]=[CH:21][CH:22]=[C:15]2[C:14]1=[O:23])=O, predict the reaction product. The product is: [CH3:28][O:27][C:26]1[CH:25]=[CH:24][C:11]([CH2:12][N:13]2[C:17](=[O:18])[C:16]3=[CH:19][CH:20]=[CH:21][CH:22]=[C:15]3[C:14]2=[O:23])=[CH:10][C:9]=1[CH:7]=[CH2:1]. (2) The product is: [CH:1]1([N:21]2[CH2:22][CH2:23][C@@H:19]([N:13]3[CH2:12][CH2:11][C:10]4[C:15](=[CH:16][CH:17]=[C:8]([OH:7])[CH:9]=4)[C:14]3=[O:18])[CH2:20]2)[CH2:5][CH2:4][CH2:3][CH2:2]1. Given the reactants [C:1]1(=O)[CH2:5][CH2:4][CH2:3][CH2:2]1.[OH:7][C:8]1[CH:9]=[C:10]2[C:15](=[CH:16][CH:17]=1)[C:14](=[O:18])[N:13]([C@@H:19]1[CH2:23][CH2:22][NH:21][CH2:20]1)[CH2:12][CH2:11]2, predict the reaction product. (3) Given the reactants [O:1]=[C:2]1[NH:18][C:5]2=[N:6][CH:7]=[C:8]([C:10]3[CH:17]=[CH:16][C:13]([C:14]#[N:15])=[CH:12][CH:11]=3)[N:9]=[C:4]2[N:3]1[CH2:19][CH2:20][CH:21]1[CH2:26][CH2:25][O:24][CH2:23][CH2:22]1.Br[C:28]1[N:33]=C2N(CCC3CCOCC3)C(=O)NC2=N[CH:29]=1.C(C1C=CC(B(O)O)=CC=1)#[N:47].C(=O)([O-])[O-].[Na+].[Na+], predict the reaction product. The product is: [CH3:29][C:28]1[NH:33][N:47]=[C:14]([C:13]2[CH:12]=[CH:11][C:10]([C:8]3[N:9]=[C:4]4[N:3]([CH2:19][CH2:20][CH:21]5[CH2:26][CH2:25][O:24][CH2:23][CH2:22]5)[C:2](=[O:1])[NH:18][C:5]4=[N:6][CH:7]=3)=[CH:17][CH:16]=2)[N:15]=1. (4) Given the reactants [OH:1][C:2]1[C:11]2[C:10]([CH3:13])([CH3:12])[CH2:9][CH2:8][C:7]([CH3:15])([CH3:14])[C:6]=2[CH:5]=[C:4]([Se:16][C:17]#[C:18][C:19]2[CH:28]=[CH:27][C:22]([C:23]([O:25][CH3:26])=[O:24])=[CH:21][CH:20]=2)[CH:3]=1.[C:29](=O)([O-])[O-].[K+].[K+].BrC[C:37]1[CH:46]=[CH:45][C:44]2[C:39](=[CH:40][CH:41]=[CH:42][CH:43]=2)[CH:38]=1, predict the reaction product. The product is: [CH3:26][O:25][C:23](=[O:24])[C:22]1[CH:27]=[CH:28][C:19]([C:18]#[C:17][Se:16][C:4]2[CH:3]=[C:2]([O:1][CH2:29][C:40]3[C:39]4[C:44](=[CH:45][CH:46]=[CH:37][CH:38]=4)[CH:43]=[CH:42][CH:41]=3)[C:11]3[C:10]([CH3:12])([CH3:13])[CH2:9][CH2:8][C:7]([CH3:14])([CH3:15])[C:6]=3[CH:5]=2)=[CH:20][CH:21]=1.